This data is from Catalyst prediction with 721,799 reactions and 888 catalyst types from USPTO. The task is: Predict which catalyst facilitates the given reaction. (1) Product: [CH3:17][O:6][C:5](=[O:7])[C:4]1[CH:8]=[C:9]([N+:13]([O-:15])=[O:14])[C:10]([NH:11][CH3:12])=[C:2]([Cl:1])[C:3]=1[F:16]. The catalyst class is: 36. Reactant: [Cl:1][C:2]1[C:3]([F:16])=[C:4]([CH:8]=[C:9]([N+:13]([O-:15])=[O:14])[C:10]=1[NH:11][CH3:12])[C:5]([OH:7])=[O:6].[CH3:17][Si](C=[N+]=[N-])(C)C. (2) Reactant: Br[CH2:2][C:3]([C:5]1[CH:12]=[CH:11][C:8]([C:9]#[N:10])=[CH:7][CH:6]=1)=[O:4].[NH:13]1[CH2:18][CH2:17][CH2:16][C@H:15]([CH2:19][C:20]([O:22][CH2:23][CH3:24])=[O:21])[CH2:14]1. Product: [C:9]([C:8]1[CH:11]=[CH:12][C:5]([C:3](=[O:4])[CH2:2][N:13]2[CH2:18][CH2:17][CH2:16][C@H:15]([CH2:19][C:20]([O:22][CH2:23][CH3:24])=[O:21])[CH2:14]2)=[CH:6][CH:7]=1)#[N:10]. The catalyst class is: 11. (3) Reactant: [C:1]([C:4]1[N:5]=[C:6]([N:9]2[CH2:12][CH:11]([OH:13])[CH2:10]2)[S:7][CH:8]=1)(=[O:3])[NH2:2].[CH3:14][S:15](Cl)(=[O:17])=[O:16].C(N(CC)CC)C.CO. Product: [C:1]([C:4]1[N:5]=[C:6]([N:9]2[CH2:12][CH:11]([O:13][S:15]([CH3:14])(=[O:17])=[O:16])[CH2:10]2)[S:7][CH:8]=1)(=[O:3])[NH2:2]. The catalyst class is: 202.